From a dataset of Reaction yield outcomes from USPTO patents with 853,638 reactions. Predict the reaction yield, written as a fraction of the theoretical maximum amount of product (1.0 means a 100% yield; for example, 0.34 means a 34% yield). (1) The reactants are [NH2:1][C:2]1[CH:7]=[CH:6][CH:5]=[CH:4][C:3]=1[CH:8]1[C:17]([CH3:19])([CH3:18])[CH2:16][C:15]2[C:10](=[CH:11][CH:12]=[C:13]([C:20]([O:22][CH3:23])=[O:21])[CH:14]=2)[NH:9]1.C(N(CC)C(C)C)(C)C.[N:33]1[CH:38]=[CH:37][CH:36]=[CH:35][C:34]=1[C:39](Cl)=[O:40]. The catalyst is ClCCl. The product is [CH3:19][C:17]1([CH3:18])[CH2:16][C:15]2[C:10](=[CH:11][CH:12]=[C:13]([C:20]([O:22][CH3:23])=[O:21])[CH:14]=2)[NH:9][CH:8]1[C:3]1[CH:4]=[CH:5][CH:6]=[CH:7][C:2]=1[NH:1][C:39](=[O:40])[C:34]1[CH:35]=[CH:36][CH:37]=[CH:38][N:33]=1. The yield is 0.600. (2) The reactants are [CH:1]1([C@H:4]([N:8]2[CH:12]=[C:11]([C:13]3[C:14]4[CH:21]=[CH:20][N:19](COCC[Si](C)(C)C)[C:15]=4[N:16]=[CH:17][N:18]=3)[CH:10]=[N:9]2)[CH2:5][C:6]#[N:7])[CH2:3][CH2:2]1.F[B-](F)(F)F.[Li+].[NH4+].[OH-]. The catalyst is CC#N.O. The product is [CH:1]1([C@H:4]([N:8]2[CH:12]=[C:11]([C:13]3[C:14]4[CH:21]=[CH:20][NH:19][C:15]=4[N:16]=[CH:17][N:18]=3)[CH:10]=[N:9]2)[CH2:5][C:6]#[N:7])[CH2:3][CH2:2]1. The yield is 0.874. (3) The reactants are C([O:3][C:4](=O)[CH2:5][C:6]([C:8]1[CH:13]=[CH:12][C:11]([S:14][C:15]2[CH:20]=[CH:19][CH:18]=[CH:17][C:16]=2[CH:21]([CH3:23])[CH3:22])=[C:10]([C:24]([F:27])([F:26])[F:25])[CH:9]=1)=O)C.Cl.[CH:30]([NH2:32])=[NH:31].CO. The catalyst is CC(O)=O.CN(C=O)C. The product is [CH:21]([C:16]1[CH:17]=[CH:18][CH:19]=[CH:20][C:15]=1[S:14][C:11]1[CH:12]=[CH:13][C:8]([C:6]2[N:32]=[CH:30][N:31]=[C:4]([OH:3])[CH:5]=2)=[CH:9][C:10]=1[C:24]([F:27])([F:26])[F:25])([CH3:23])[CH3:22]. The yield is 0.140. (4) The reactants are [Br:1][C:2]1[CH:3]=[CH:4][C:5](Cl)=[N:6][CH:7]=1.[CH3:9][CH:10]([S-:12])[CH3:11].[Na+].O. The catalyst is CN(C=O)C. The product is [Br:1][C:2]1[CH:3]=[CH:4][C:5]([S:12][CH:10]([CH3:11])[CH3:9])=[N:6][CH:7]=1. The yield is 0.960. (5) The reactants are [NH:1]1[CH2:6][CH2:5][O:4][CH2:3][CH2:2]1.CO.[CH2:9]1[O:11][C@H:10]1[CH2:12]Cl.C[O-].[Na+]. The catalyst is C(O)C. The product is [O:11]1[CH:10]([CH2:12][N:1]2[CH2:6][CH2:5][O:4][CH2:3][CH2:2]2)[CH2:9]1. The yield is 0.970. (6) The reactants are [CH3:1][C:2]1([CH3:25])[CH2:6][C:5]2([CH2:11][CH2:10][C:9]([C:12]3[C:13]([CH:23]=O)=[N:14][N:15]([CH:17]4[CH2:22][CH2:21][CH2:20][CH2:19][O:18]4)[CH:16]=3)=[CH:8][CH2:7]2)[O:4][CH2:3]1.[CH3:26][N:27]([CH2:35][CH2:36][NH:37][CH3:38])[C:28](=[O:34])[O:29][C:30]([CH3:33])([CH3:32])[CH3:31].[BH-](OC(C)=O)(OC(C)=O)OC(C)=O.[Na+]. The catalyst is ClC(Cl)C. The product is [CH3:25][C:2]1([CH3:1])[CH2:6][C:5]2([CH2:11][CH2:10][C:9]([C:12]3[C:13]([CH2:23][N:37]([CH3:38])[CH2:36][CH2:35][N:27]([CH3:26])[C:28](=[O:34])[O:29][C:30]([CH3:31])([CH3:32])[CH3:33])=[N:14][N:15]([CH:17]4[CH2:22][CH2:21][CH2:20][CH2:19][O:18]4)[CH:16]=3)=[CH:8][CH2:7]2)[O:4][CH2:3]1. The yield is 0.740.